The task is: Predict the product of the given reaction.. This data is from Forward reaction prediction with 1.9M reactions from USPTO patents (1976-2016). (1) Given the reactants O[CH:2]=[C:3]1[C:11]2[C:6](=[CH:7][C:8]([C:12]([C:14]3[CH:15]=[C:16]([NH:20][C:21]([C:23]4[N:24]([CH2:28][CH3:29])[N:25]=[CH:26][CH:27]=4)=[O:22])[CH:17]=[CH:18][CH:19]=3)=[O:13])=[CH:9][CH:10]=2)[NH:5][C:4]1=[O:30].[CH3:31][N:32]1[CH2:37][CH2:36][N:35]([C:38]2[CH:43]=[CH:42][C:41]([NH2:44])=[CH:40][CH:39]=2)[CH2:34][CH2:33]1, predict the reaction product. The product is: [CH3:31][N:32]1[CH2:33][CH2:34][N:35]([C:38]2[CH:43]=[CH:42][C:41]([NH:44][CH:2]=[C:3]3[C:11]4[C:6](=[CH:7][C:8]([C:12]([C:14]5[CH:15]=[C:16]([NH:20][C:21]([C:23]6[N:24]([CH2:28][CH3:29])[N:25]=[CH:26][CH:27]=6)=[O:22])[CH:17]=[CH:18][CH:19]=5)=[O:13])=[CH:9][CH:10]=4)[NH:5][C:4]3=[O:30])=[CH:40][CH:39]=2)[CH2:36][CH2:37]1. (2) The product is: [Cl:1][C:2]1[CH:3]=[C:4]([O:9][CH2:12][C:11]([F:25])([F:24])[F:10])[CH:5]=[CH:6][C:7]=1[CH3:8]. Given the reactants [Cl:1][C:2]1[CH:3]=[C:4]([OH:9])[CH:5]=[CH:6][C:7]=1[CH3:8].[F:10][C:11]([F:25])([F:24])[CH2:12]OS(C1C=CC(C)=CC=1)(=O)=O.C(=O)([O-])[O-].[K+].[K+], predict the reaction product. (3) Given the reactants I([O-])(=O)(=O)=O.[Na+].[F:7][C:8]1[C:30]([CH:31]=C)=[CH:29][C:11]2[C:12]3[N:16]([CH2:17][CH2:18][O:19][C:10]=2[CH:9]=1)[CH:15]=[C:14]([C:20]1[N:21]([CH:26]([CH3:28])[CH3:27])[N:22]=[C:23]([CH3:25])[N:24]=1)[N:13]=3.CC(C)=[O:35].O, predict the reaction product. The product is: [F:7][C:8]1[C:30]([CH:31]=[O:35])=[CH:29][C:11]2[C:12]3[N:16]([CH2:17][CH2:18][O:19][C:10]=2[CH:9]=1)[CH:15]=[C:14]([C:20]1[N:21]([CH:26]([CH3:28])[CH3:27])[N:22]=[C:23]([CH3:25])[N:24]=1)[N:13]=3. (4) Given the reactants [CH:1]([C:4]1[CH:9]=[CH:8][CH:7]=[CH:6][C:5]=1[S:10][C:11]1[CH:16]=[CH:15][C:14](/[CH:17]=[CH:18]/[C:19]([N:21]2[CH2:26][CH2:25][CH2:24][CH:23]([C:27]3[N:28]=[N:29][N:30](COC)[N:31]=3)[CH2:22]2)=[O:20])=[CH:13][C:12]=1[N+:35]([O-:37])=[O:36])([CH3:3])[CH3:2], predict the reaction product. The product is: [CH:1]([C:4]1[CH:9]=[CH:8][CH:7]=[CH:6][C:5]=1[S:10][C:11]1[CH:16]=[CH:15][C:14](/[CH:17]=[CH:18]/[C:19]([N:21]2[CH2:26][CH2:25][CH2:24][CH:23]([C:27]3[NH:28][N:29]=[N:30][N:31]=3)[CH2:22]2)=[O:20])=[CH:13][C:12]=1[N+:35]([O-:37])=[O:36])([CH3:3])[CH3:2].